This data is from Catalyst prediction with 721,799 reactions and 888 catalyst types from USPTO. The task is: Predict which catalyst facilitates the given reaction. (1) Product: [S:17]1[CH:21]=[CH:20][CH:19]=[C:18]1[CH2:22][CH2:23][NH:24][C:12]([CH:9]1[CH2:10][CH2:11][N:7]([C:1]2[CH:2]=[CH:3][CH:4]=[CH:5][CH:6]=2)[C:8]1=[O:15])=[O:14]. Reactant: [C:1]1([N:7]2[CH2:11][CH2:10][CH:9]([C:12]([OH:14])=O)[C:8]2=[O:15])[CH:6]=[CH:5][CH:4]=[CH:3][CH:2]=1.Cl.[S:17]1[CH:21]=[CH:20][CH:19]=[C:18]1[CH2:22][CH2:23][NH2:24].OC1C2N=NNC=2C=CC=1.C(N(CC)CC)C. The catalyst class is: 136. (2) Reactant: CS(C)=O.C(Cl)(=O)C(Cl)=O.[CH2:11]([O:18][C:19](=[O:33])[NH:20][C@@H:21]1[CH2:26][CH2:25][CH2:24][CH2:23][C@:22]1([CH2:31][OH:32])[CH2:27][CH2:28][CH2:29][OH:30])[C:12]1[CH:17]=[CH:16][CH:15]=[CH:14][CH:13]=1.C(N(CC)CC)C. Product: [CH2:11]([O:18][C:19](=[O:33])[NH:20][C@@H:21]1[CH2:26][CH2:25][CH2:24][CH2:23][C@:22]1([CH:31]=[O:32])[CH2:27][CH2:28][CH:29]=[O:30])[C:12]1[CH:13]=[CH:14][CH:15]=[CH:16][CH:17]=1. The catalyst class is: 4. (3) Reactant: [CH3:1][O:2][C:3]1[CH:26]=[CH:25][C:6]([CH2:7][N:8]([CH2:16][C:17]2[CH:22]=[CH:21][C:20]([O:23][CH3:24])=[CH:19][CH:18]=2)[C:9]2[CH:14]=[C:13]([CH3:15])[CH:12]=[CH:11][N:10]=2)=[CH:5][CH:4]=1.[C:27](=O)([O:31]CC)[O:28][CH2:29][CH3:30].C([N-]C(C)C)(C)C.[Li+].C(O)(=O)CC(CC(O)=O)(C(O)=O)O. Product: [CH3:24][O:23][C:20]1[CH:19]=[CH:18][C:17]([CH2:16][N:8]([CH2:7][C:6]2[CH:5]=[CH:4][C:3]([O:2][CH3:1])=[CH:26][CH:25]=2)[C:9]2[CH:14]=[C:13]([CH2:15][C:27]([O:28][CH2:29][CH3:30])=[O:31])[CH:12]=[CH:11][N:10]=2)=[CH:22][CH:21]=1. The catalyst class is: 54. (4) Reactant: Br[C:2]1[CH:26]=[CH:25][C:5]2[N:6]=[C:7]([O:9][CH:10]3[CH2:15][CH2:14][N:13]([C:16]4[N:21]=[CH:20][C:19]([CH2:22][CH2:23][CH3:24])=[CH:18][N:17]=4)[CH2:12][CH2:11]3)[S:8][C:4]=2[CH:3]=1.CC1(C)C(C)(C)OB([C:35]2[CH2:40][CH2:39][N:38]([C:41]([O:43][C:44]([CH3:47])([CH3:46])[CH3:45])=[O:42])[CH2:37][CH:36]=2)O1.C([O-])([O-])=O.[K+].[K+]. Product: [CH2:22]([C:19]1[CH:18]=[N:17][C:16]([N:13]2[CH2:14][CH2:15][CH:10]([O:9][C:7]3[S:8][C:4]4[CH:3]=[C:2]([C:35]5[CH2:40][CH2:39][N:38]([C:41]([O:43][C:44]([CH3:47])([CH3:46])[CH3:45])=[O:42])[CH2:37][CH:36]=5)[CH:26]=[CH:25][C:5]=4[N:6]=3)[CH2:11][CH2:12]2)=[N:21][CH:20]=1)[CH2:23][CH3:24]. The catalyst class is: 70. (5) Reactant: [CH3:1][C:2]1([CH3:20])[O:6][C@@H:5]([CH2:7][CH2:8][C:9]2[NH:13][N:12]=[C:11]([C:14]3[CH:19]=[CH:18][CH:17]=[CH:16][CH:15]=3)[CH:10]=2)[CH2:4][O:3]1.C(=O)([O-])[O-].[Br:25]Br. Product: [Br:25][C:10]1[C:11]([C:14]2[CH:19]=[CH:18][CH:17]=[CH:16][CH:15]=2)=[N:12][NH:13][C:9]=1[CH2:8][CH2:7][C@H:5]1[CH2:4][O:3][C:2]([CH3:20])([CH3:1])[O:6]1. The catalyst class is: 2. (6) Reactant: [Cl:1][C:2]1[CH:7]=[C:6]2[NH:8][C:9](=[O:37])[C:10]3([CH:15]([C:16]4[CH:21]=[CH:20][CH:19]=[C:18]([Cl:22])[CH:17]=4)[CH2:14][C:13](=[O:23])[NH:12][CH:11]3[C:24]3[C:29]([O:30][CH2:31][CH2:32][O:33]C)=[CH:28][CH:27]=[C:26]([F:35])[C:25]=3[F:36])[C:5]2=[CH:4][CH:3]=1.B(Br)(Br)Br. Product: [Cl:1][C:2]1[CH:7]=[C:6]2[NH:8][C:9](=[O:37])[C:10]3([CH:15]([C:16]4[CH:21]=[CH:20][CH:19]=[C:18]([Cl:22])[CH:17]=4)[CH2:14][C:13](=[O:23])[NH:12][CH:11]3[C:24]3[C:29]([O:30][CH2:31][CH2:32][OH:33])=[CH:28][CH:27]=[C:26]([F:35])[C:25]=3[F:36])[C:5]2=[CH:4][CH:3]=1. The catalyst class is: 4. (7) Reactant: [C:1]([O:5][C:6](=[O:23])[NH:7][C:8]1[CH:21]=[CH:20][C:19]2[S:18][C:17]3[C:12](=[CH:13][CH:14]=[CH:15][C:16]=3O)[CH2:11][C:10]=2[CH:9]=1)([CH3:4])([CH3:3])[CH3:2].[F:24][C:25]([F:38])([F:37])[S:26](O[S:26]([C:25]([F:38])([F:37])[F:24])(=[O:28])=[O:27])(=[O:28])=[O:27].O. Product: [C:1]([O:5][C:6](=[O:23])[NH:7][C:8]1[CH:21]=[CH:20][C:19]2[S:18][C:17]3[C:12](=[CH:13][CH:14]=[CH:15][C:16]=3[S:26]([C:25]([F:38])([F:37])[F:24])(=[O:28])=[O:27])[CH2:11][C:10]=2[CH:9]=1)([CH3:4])([CH3:3])[CH3:2]. The catalyst class is: 17. (8) Reactant: Br[C:2]1[CH:7]=[C:6]([CH:8]2[CH2:13][CH2:12][S:11](=[O:15])(=[O:14])[CH2:10][CH2:9]2)[CH:5]=[CH:4][C:3]=1[NH2:16].[C:17]1(B(O)O)[CH2:22][CH2:21][CH2:20][CH2:19][CH:18]=1.C([O-])([O-])=O.[Na+].[Na+].CCOC(C)=O. Product: [C:17]1([C:2]2[CH:7]=[C:6]([CH:8]3[CH2:13][CH2:12][S:11](=[O:15])(=[O:14])[CH2:10][CH2:9]3)[CH:5]=[CH:4][C:3]=2[NH2:16])[CH2:22][CH2:21][CH2:20][CH2:19][CH:18]=1. The catalyst class is: 77. (9) Reactant: [C:1]1([CH3:25])[CH:6]=[CH:5][CH:4]=[CH:3][C:2]=1[C:7]1[N:8]=[C:9]2[C:15]3[CH:16]=[CH:17][CH:18]=[CH:19][C:14]=3[NH:13][C:12]3[N:20]=[CH:21][CH:22]=[CH:23][C:11]=3[N:10]2[CH:24]=1.[Br:26]N1C(=O)CCC1=O. Product: [Br:26][C:24]1[N:10]2[C:11]3[CH:23]=[CH:22][CH:21]=[N:20][C:12]=3[NH:13][C:14]3[CH:19]=[CH:18][CH:17]=[CH:16][C:15]=3[C:9]2=[N:8][C:7]=1[C:2]1[CH:3]=[CH:4][CH:5]=[CH:6][C:1]=1[CH3:25]. The catalyst class is: 1. (10) Reactant: [Cl:1][C:2]1[N:3]=[C:4]([C:9]([NH:11][C@H:12]2[CH2:17][CH2:16][N:15]([C:18]3[S:22][C:21]([C:23]([O:25]C)=[O:24])=[C:20]([CH3:27])[CH:19]=3)[CH2:14][C@H:13]2[O:28][CH3:29])=[O:10])[NH:5][C:6]=1[CH2:7][CH3:8].[OH-].[Li+].C1COCC1.O. Product: [Cl:1][C:2]1[N:3]=[C:4]([C:9]([NH:11][C@H:12]2[CH2:17][CH2:16][N:15]([C:18]3[S:22][C:21]([C:23]([OH:25])=[O:24])=[C:20]([CH3:27])[CH:19]=3)[CH2:14][C@H:13]2[O:28][CH3:29])=[O:10])[NH:5][C:6]=1[CH2:7][CH3:8]. The catalyst class is: 5.